From a dataset of NCI-60 drug combinations with 297,098 pairs across 59 cell lines. Regression. Given two drug SMILES strings and cell line genomic features, predict the synergy score measuring deviation from expected non-interaction effect. (1) Drug 1: CC1C(C(CC(O1)OC2CC(CC3=C2C(=C4C(=C3O)C(=O)C5=C(C4=O)C(=CC=C5)OC)O)(C(=O)C)O)N)O.Cl. Drug 2: C1C(C(OC1N2C=NC3=C(N=C(N=C32)Cl)N)CO)O. Cell line: A549. Synergy scores: CSS=13.6, Synergy_ZIP=-7.62, Synergy_Bliss=-1.10, Synergy_Loewe=-19.1, Synergy_HSA=-3.32. (2) Drug 1: CN1C(=O)N2C=NC(=C2N=N1)C(=O)N. Drug 2: CC=C1C(=O)NC(C(=O)OC2CC(=O)NC(C(=O)NC(CSSCCC=C2)C(=O)N1)C(C)C)C(C)C. Cell line: SR. Synergy scores: CSS=85.2, Synergy_ZIP=0.536, Synergy_Bliss=1.05, Synergy_Loewe=-33.0, Synergy_HSA=1.30. (3) Drug 1: C1CC(=O)NC(=O)C1N2CC3=C(C2=O)C=CC=C3N. Drug 2: CC1=C(C(=CC=C1)Cl)NC(=O)C2=CN=C(S2)NC3=CC(=NC(=N3)C)N4CCN(CC4)CCO. Cell line: DU-145. Synergy scores: CSS=4.12, Synergy_ZIP=-2.08, Synergy_Bliss=0.0345, Synergy_Loewe=-5.47, Synergy_HSA=-0.111. (4) Drug 1: CS(=O)(=O)C1=CC(=C(C=C1)C(=O)NC2=CC(=C(C=C2)Cl)C3=CC=CC=N3)Cl. Drug 2: CC(C1=C(C=CC(=C1Cl)F)Cl)OC2=C(N=CC(=C2)C3=CN(N=C3)C4CCNCC4)N. Cell line: HOP-92. Synergy scores: CSS=6.43, Synergy_ZIP=-2.13, Synergy_Bliss=-0.377, Synergy_Loewe=-4.62, Synergy_HSA=-0.791.